This data is from Reaction yield outcomes from USPTO patents with 853,638 reactions. The task is: Predict the reaction yield, written as a fraction of the theoretical maximum amount of product (1.0 means a 100% yield; for example, 0.34 means a 34% yield). The reactants are CC1C=CC(S(OCC2CC3C=CC=C(C4C(C)=CC=CC=4C)C=3O2)(=O)=O)=CC=1.[N-]=[N+]=[N-].[Na+].[N:34]([CH2:37][CH:38]1[CH2:42][C:41]2[CH:43]=[CH:44][CH:45]=[C:46]([C:47]3[C:52]([CH3:53])=[CH:51][CH:50]=[CH:49][C:48]=3[CH3:54])[C:40]=2[O:39]1)=[N+]=[N-].[N-]=[N+]=[N-]. The catalyst is [Pd]. The product is [CH3:54][C:48]1[CH:49]=[CH:50][CH:51]=[C:52]([CH3:53])[C:47]=1[C:46]1[C:40]2[O:39][CH:38]([CH2:37][NH2:34])[CH2:42][C:41]=2[CH:43]=[CH:44][CH:45]=1. The yield is 0.840.